Dataset: Catalyst prediction with 721,799 reactions and 888 catalyst types from USPTO. Task: Predict which catalyst facilitates the given reaction. (1) Reactant: Cl[C:2]([O:4][CH2:5][CH:6]=[CH2:7])=[O:3].[NH2:8][C@H:9]([C:13]([OH:15])=[O:14])[CH:10]([CH3:12])[CH3:11].C(=O)([O-])[O-].[K+].[K+]. Product: [CH2:5]([O:4][C:2]([NH:8][C@@H:9]([CH:10]([CH3:12])[CH3:11])[C:13]([OH:15])=[O:14])=[O:3])[CH:6]=[CH2:7]. The catalyst class is: 90. (2) Reactant: [Cl:1][C:2]1[CH:7]=[CH:6][CH:5]=[C:4]([Cl:8])[C:3]=1[N:9]1[C:13](=[O:14])[C:12]([C:15]([OH:17])=O)=[CH:11][N:10]1[CH3:18].[NH2:19][C:20]1[CH:41]=[CH:40][C:23]([O:24][C:25]2[CH:26]=[CH:27][C:28]3[N:29]([CH:31]=[C:32]([NH:34][C:35]([CH:37]4[CH2:39][CH2:38]4)=[O:36])[N:33]=3)[CH:30]=2)=[C:22]([F:42])[CH:21]=1.CN(C(ON1N=NC2C=CC=NC1=2)=[N+](C)C)C.F[P-](F)(F)(F)(F)F.C(N(CC)C(C)C)(C)C. Product: [CH:37]1([C:35]([NH:34][C:32]2[N:33]=[C:28]3[CH:27]=[CH:26][C:25]([O:24][C:23]4[CH:40]=[CH:41][C:20]([NH:19][C:15]([C:12]5[C:13](=[O:14])[N:9]([C:3]6[C:4]([Cl:8])=[CH:5][CH:6]=[CH:7][C:2]=6[Cl:1])[N:10]([CH3:18])[CH:11]=5)=[O:17])=[CH:21][C:22]=4[F:42])=[CH:30][N:29]3[CH:31]=2)=[O:36])[CH2:38][CH2:39]1. The catalyst class is: 9. (3) Reactant: [Cl:1][C:2]1[CH:7]=[CH:6][CH:5]=[C:4]([Cl:8])[C:3]=1[C:9]1[C:18]2[O:17][CH:16]([CH2:19]OS(C3C=CC(C)=CC=3)(=O)=O)[CH2:15][S:14][C:13]=2[CH:12]=[C:11]([F:31])[CH:10]=1.[C:32]1(=[O:42])[NH:36][C:35](=[O:37])[C:34]2=[CH:38][CH:39]=[CH:40][CH:41]=[C:33]12. Product: [Cl:8][C:4]1[CH:5]=[CH:6][CH:7]=[C:2]([Cl:1])[C:3]=1[C:9]1[C:18]2[O:17][CH:16]([CH2:19][N:36]3[C:32](=[O:42])[C:33]4[C:34](=[CH:38][CH:39]=[CH:40][CH:41]=4)[C:35]3=[O:37])[CH2:15][S:14][C:13]=2[CH:12]=[C:11]([F:31])[CH:10]=1. The catalyst class is: 3. (4) Reactant: [CH:1]([C@@H:4]1[CH2:8][C@@H:7]([C@@H:9]([N:41]=[N+:42]=[N-:43])[CH2:10][C@@H:11]([CH:38]([CH3:40])[CH3:39])[CH:12]([OH:37])[C:13]2[CH:18]=[CH:17][C:16]([O:19][CH2:20][CH2:21][CH2:22][O:23][CH2:24][C:25]3[CH:30]=[CH:29][CH:28]=[CH:27][CH:26]=3)=[C:15]([O:31][CH2:32][CH2:33][CH2:34][O:35][CH3:36])[CH:14]=2)[O:6][C:5]1=[O:44])([CH3:3])[CH3:2].[C:45](OC(=O)C)(=[O:47])[CH3:46]. Product: [CH:1]([C@@H:4]1[CH2:8][C@@H:7]([C@@H:9]([N:41]=[N+:42]=[N-:43])[CH2:10][C@@H:11]([CH:38]([CH3:39])[CH3:40])[CH:12]([O:37][C:45](=[O:47])[CH3:46])[C:13]2[CH:18]=[CH:17][C:16]([O:19][CH2:20][CH2:21][CH2:22][O:23][CH2:24][C:25]3[CH:26]=[CH:27][CH:28]=[CH:29][CH:30]=3)=[C:15]([O:31][CH2:32][CH2:33][CH2:34][O:35][CH3:36])[CH:14]=2)[O:6][C:5]1=[O:44])([CH3:2])[CH3:3]. The catalyst class is: 17. (5) Reactant: CC(C)([O-])C.[K+].[OH:7][C@@H:8]1[CH2:12][CH2:11][O:10][CH2:9]1.[Cl:13][C:14]1[CH:15]=[C:16]([NH:21][C:22]2[C:31]3[C:26](=[CH:27][C:28](F)=[C:29]([N+:32]([O-:34])=[O:33])[CH:30]=3)[N:25]=[CH:24][N:23]=2)[CH:17]=[CH:18][C:19]=1[F:20].Cl. Product: [Cl:13][C:14]1[CH:15]=[C:16]([NH:21][C:22]2[C:31]3[C:26](=[CH:27][C:28]([O:7][C@@H:8]4[CH2:12][CH2:11][O:10][CH2:9]4)=[C:29]([N+:32]([O-:34])=[O:33])[CH:30]=3)[N:25]=[CH:24][N:23]=2)[CH:17]=[CH:18][C:19]=1[F:20]. The catalyst class is: 35.